From a dataset of Reaction yield outcomes from USPTO patents with 853,638 reactions. Predict the reaction yield, written as a fraction of the theoretical maximum amount of product (1.0 means a 100% yield; for example, 0.34 means a 34% yield). (1) The reactants are [NH2:1][C:2]1[CH2:7][CH2:6][CH2:5][C:4](=[O:8])[CH:3]=1.C(O[CH:12]=[C:13]([C:19]([O:21][CH2:22][CH3:23])=[O:20])[C:14]([O:16][CH2:17][CH3:18])=[O:15])C. No catalyst specified. The product is [CH2:17]([O:16][C:14](=[O:15])[C:13](=[CH:12][NH:1][C:2]1[CH2:7][CH2:6][CH2:5][C:4](=[O:8])[CH:3]=1)[C:19]([O:21][CH2:22][CH3:23])=[O:20])[CH3:18]. The yield is 0.900. (2) The reactants are CN(C)C1C=CC=CC=1.P(Cl)(Cl)([Cl:12])=O.[Cl:15][C:16]1[CH:17]=[CH:18][C:19]2[NH:25][C:24]3[CH:26]=[CH:27][CH:28]=[CH:29][C:23]=3[C:22](=O)[NH:21][C:20]=2[CH:31]=1. The catalyst is C1(C)C=CC=CC=1. The product is [Cl:15][C:16]1[CH:17]=[CH:18][C:19]2[N:25]([Cl:12])[C:24]3[CH:26]=[CH:27][CH:28]=[CH:29][C:23]=3[CH:22]=[N:21][C:20]=2[CH:31]=1. The yield is 0.690. (3) The reactants are [C:1]1([C:8]2[CH:13]=[CH:12][CH:11]=[CH:10][CH:9]=2)[CH:6]=[CH:5][CH:4]=[C:3]([NH2:7])[CH:2]=1.Cl[C:15]1[C:20]([N+:21]([O-:23])=[O:22])=[CH:19][CH:18]=[CH:17][N:16]=1.C(N(CC)CC)C. The catalyst is C(O)CCC. The product is [C:1]1([C:8]2[CH:9]=[CH:10][CH:11]=[CH:12][CH:13]=2)[CH:6]=[CH:5][CH:4]=[C:3]([NH:7][C:15]2[C:20]([N+:21]([O-:23])=[O:22])=[CH:19][CH:18]=[CH:17][N:16]=2)[CH:2]=1. The yield is 1.00. (4) The catalyst is O1CCOCC1. The reactants are Br[C:2]1[NH:3][C:4]2[C:9]([CH:10]=1)=[CH:8][C:7]([C:11]1[N:12]([CH3:22])[N:13]=[C:14]([C:16]3[CH:17]=[N:18][CH:19]=[CH:20][CH:21]=3)[CH:15]=1)=[CH:6][CH:5]=2.[F:23][C:24]1[C:29]([F:30])=[CH:28][CH:27]=[CH:26][C:25]=1B(O)O.C([O-])([O-])=O.[K+].[K+]. The product is [F:23][C:24]1[C:29]([F:30])=[CH:28][CH:27]=[CH:26][C:25]=1[C:2]1[NH:3][C:4]2[C:9]([CH:10]=1)=[CH:8][C:7]([C:11]1[N:12]([CH3:22])[N:13]=[C:14]([C:16]3[CH:17]=[N:18][CH:19]=[CH:20][CH:21]=3)[CH:15]=1)=[CH:6][CH:5]=2. The yield is 0.290.